From a dataset of Forward reaction prediction with 1.9M reactions from USPTO patents (1976-2016). Predict the product of the given reaction. (1) Given the reactants [H-].[Na+].[O:3]1[CH2:5][CH:4]1[CH2:6][O:7][C:8]1[C:20]2[C:19]3[C:14](=[CH:15][CH:16]=[CH:17][CH:18]=3)[NH:13][C:12]=2[CH:11]=[CH:10][CH:9]=1.CI.[C:23](OCC)(=O)C, predict the reaction product. The product is: [CH3:23][N:13]1[C:12]2[CH:11]=[CH:10][CH:9]=[C:8]([O:7][CH2:6][CH:4]3[CH2:5][O:3]3)[C:20]=2[C:19]2[C:14]1=[CH:15][CH:16]=[CH:17][CH:18]=2. (2) Given the reactants [Cl:1][C:2]1[CH:3]=[C:4]([NH:9][C:10]([C:13]2[N:14]=[N:15][S:16][C:17]=2[CH2:18][O:19][Si:20]([CH:27]([CH3:29])[CH3:28])([CH:24]([CH3:26])[CH3:25])[CH:21]([CH3:23])[CH3:22])=[N:11][OH:12])[CH:5]=[CH:6][C:7]=1[F:8].C1N=CN([C:35](N2C=NC=C2)=[O:36])C=1, predict the reaction product. The product is: [Cl:1][C:2]1[CH:3]=[C:4]([N:9]2[C:35](=[O:36])[O:12][N:11]=[C:10]2[C:13]2[N:14]=[N:15][S:16][C:17]=2[CH2:18][O:19][Si:20]([CH:24]([CH3:26])[CH3:25])([CH:27]([CH3:29])[CH3:28])[CH:21]([CH3:22])[CH3:23])[CH:5]=[CH:6][C:7]=1[F:8].